This data is from NCI-60 drug combinations with 297,098 pairs across 59 cell lines. The task is: Regression. Given two drug SMILES strings and cell line genomic features, predict the synergy score measuring deviation from expected non-interaction effect. (1) Drug 1: CC(C)(C#N)C1=CC(=CC(=C1)CN2C=NC=N2)C(C)(C)C#N. Drug 2: COC1=NC(=NC2=C1N=CN2C3C(C(C(O3)CO)O)O)N. Cell line: HCC-2998. Synergy scores: CSS=-10.3, Synergy_ZIP=3.92, Synergy_Bliss=-1.91, Synergy_Loewe=-10.1, Synergy_HSA=-8.36. (2) Drug 1: CN1CCC(CC1)COC2=C(C=C3C(=C2)N=CN=C3NC4=C(C=C(C=C4)Br)F)OC. Drug 2: CCCCC(=O)OCC(=O)C1(CC(C2=C(C1)C(=C3C(=C2O)C(=O)C4=C(C3=O)C=CC=C4OC)O)OC5CC(C(C(O5)C)O)NC(=O)C(F)(F)F)O. Cell line: ACHN. Synergy scores: CSS=13.1, Synergy_ZIP=-5.52, Synergy_Bliss=-0.215, Synergy_Loewe=-1.04, Synergy_HSA=1.21. (3) Drug 1: C1CCC(C1)C(CC#N)N2C=C(C=N2)C3=C4C=CNC4=NC=N3. Drug 2: CS(=O)(=O)OCCCCOS(=O)(=O)C. Cell line: UACC-257. Synergy scores: CSS=-5.84, Synergy_ZIP=3.86, Synergy_Bliss=-1.57, Synergy_Loewe=-5.45, Synergy_HSA=-6.84. (4) Drug 1: C1=CC(=C2C(=C1NCCNCCO)C(=O)C3=C(C=CC(=C3C2=O)O)O)NCCNCCO. Drug 2: C1=CC(=CC=C1CC(C(=O)O)N)N(CCCl)CCCl.Cl. Cell line: IGROV1. Synergy scores: CSS=47.2, Synergy_ZIP=2.61, Synergy_Bliss=2.83, Synergy_Loewe=-13.5, Synergy_HSA=9.27. (5) Drug 1: C1=NC2=C(N1)C(=S)N=C(N2)N. Drug 2: CS(=O)(=O)OCCCCOS(=O)(=O)C. Cell line: MCF7. Synergy scores: CSS=31.2, Synergy_ZIP=-6.61, Synergy_Bliss=-7.66, Synergy_Loewe=-22.4, Synergy_HSA=-5.87.